Dataset: HIV replication inhibition screening data with 41,000+ compounds from the AIDS Antiviral Screen. Task: Binary Classification. Given a drug SMILES string, predict its activity (active/inactive) in a high-throughput screening assay against a specified biological target. The drug is COc1ccc(C2=C(Cl)c3cc(OC)c(OC)cc3C2Cl)cc1. The result is 0 (inactive).